Task: Predict the reaction yield, written as a fraction of the theoretical maximum amount of product (1.0 means a 100% yield; for example, 0.34 means a 34% yield).. Dataset: Reaction yield outcomes from USPTO patents with 853,638 reactions (1) The reactants are C[O:2]C1C(OC)=CC2N(C)C(=O)CN=C(C3C=C(C=CC=3)C#N)C=2C=1.[Br:26][C:27]1[C:32]2[C:33]([C:40]3[CH:41]=[C:42]([CH:45]=[CH:46][CH:47]=3)[C:43]#[N:44])=[N:34][CH2:35][C:36](=[O:39])[N:37]([CH3:38])[C:31]=2[CH:30]=[C:29]([O:48][CH3:49])[C:28]=1[O:50][CH3:51]. No catalyst specified. The product is [Br:26][C:27]1[C:32]2[C:33]([C:40]3[CH:41]=[C:42]([CH:45]=[CH:46][CH:47]=3)[C:43]([NH2:44])=[O:2])=[N:34][CH2:35][C:36](=[O:39])[N:37]([CH3:38])[C:31]=2[CH:30]=[C:29]([O:48][CH3:49])[C:28]=1[O:50][CH3:51]. The yield is 0.650. (2) The reactants are [C:1]([O:5][C:6]([N:8]([C:35]([O:37][C:38]([CH3:41])([CH3:40])[CH3:39])=[O:36])[C:9]1[C:18]2[C:13](=[CH:14][C:15]([NH:19][CH:20]([C:24]3[CH:29]=[CH:28][C:27]([CH2:30][CH:31]([OH:34])[CH2:32][CH3:33])=[CH:26][CH:25]=3)[C:21]([OH:23])=O)=[CH:16][CH:17]=2)[CH:12]=[CH:11][N:10]=1)=[O:7])([CH3:4])([CH3:3])[CH3:2].Cl.[C:43]([C:45]1[CH:46]=[C:47]([CH:50]=[CH:51][CH:52]=1)CN)#[N:44].C1CN([P+]([O:69][N:70]2N=NC3C=CC=CC2=3)(N2CCCC2)N2CCCC2)CC1.F[P-](F)(F)(F)(F)F.CN(C=[O:90])C. The catalyst is O. The product is [C:1]([O:5][C:6]([N:8]([C:35]([O:37][C:38]([CH3:41])([CH3:40])[CH3:39])=[O:36])[C:9]1[C:18]2[C:13](=[CH:14][C:15]([NH:19][CH:20]([C:24]3[CH:25]=[CH:26][C:27]([CH2:30][CH:31]([OH:34])[CH2:32][CH3:33])=[CH:28][CH:29]=3)[C:21]([NH:44][CH2:43][C:45]3[CH:52]=[CH:51][CH:50]=[C:47]([N+:70]([O-:69])=[O:90])[CH:46]=3)=[O:23])=[CH:16][CH:17]=2)[CH:12]=[CH:11][N:10]=1)=[O:7])([CH3:2])([CH3:4])[CH3:3]. The yield is 0.630.